Dataset: Catalyst prediction with 721,799 reactions and 888 catalyst types from USPTO. Task: Predict which catalyst facilitates the given reaction. (1) Reactant: [C:1]([O:5][C:6]([N:8]([CH2:10][C@H:11]1[CH2:16][CH2:15][C@H:14]([CH2:17][CH2:18][C:19](O)=[O:20])[CH2:13][CH2:12]1)[CH3:9])=[O:7])([CH3:4])([CH3:3])[CH3:2].CO. Product: [C:1]([O:5][C:6](=[O:7])[N:8]([CH2:10][C@H:11]1[CH2:16][CH2:15][C@H:14]([CH2:17][CH2:18][CH2:19][OH:20])[CH2:13][CH2:12]1)[CH3:9])([CH3:2])([CH3:4])[CH3:3]. The catalyst class is: 7. (2) Reactant: [C:1]([C:3]1[C:15]2[NH:14][C:13]3[C:8](=[CH:9][CH:10]=[C:11]([C:16]([N:18]4[CH2:23][CH2:22][N:21]([CH3:24])[CH2:20][CH2:19]4)=[O:17])[CH:12]=3)[C:7]=2[C:6]([N:25]2[CH2:30][CH2:29][CH2:28][C@@H:27]([NH:31][C:32](=[O:41])[O:33][CH2:34][C:35]3[CH:40]=[CH:39][CH:38]=[CH:37][CH:36]=3)[CH2:26]2)=[CH:5][CH:4]=1)#[N:2].[OH-:42].[K+].OO.O. Product: [C:1]([C:3]1[C:15]2[NH:14][C:13]3[C:8](=[CH:9][CH:10]=[C:11]([C:16]([N:18]4[CH2:23][CH2:22][N:21]([CH3:24])[CH2:20][CH2:19]4)=[O:17])[CH:12]=3)[C:7]=2[C:6]([N:25]2[CH2:30][CH2:29][CH2:28][C@@H:27]([NH:31][C:32](=[O:41])[O:33][CH2:34][C:35]3[CH:36]=[CH:37][CH:38]=[CH:39][CH:40]=3)[CH2:26]2)=[CH:5][CH:4]=1)(=[O:42])[NH2:2]. The catalyst class is: 16. (3) Reactant: [OH:1][C@H:2]1[CH2:7][CH2:6][N:5]([C:8]([O:10][C:11]([CH3:14])([CH3:13])[CH3:12])=[O:9])[CH2:4][C@H:3]1[CH3:15].[H-].[Na+].[CH3:18]I. Product: [CH3:18][O:1][C@H:2]1[CH2:7][CH2:6][N:5]([C:8]([O:10][C:11]([CH3:14])([CH3:13])[CH3:12])=[O:9])[CH2:4][C@H:3]1[CH3:15]. The catalyst class is: 3. (4) Reactant: [CH3:1][O:2][C:3]1[C:4]2[C:13]([CH:14]=[CH:15][CH:16]=1)=[C:12]1[C:7]([CH:8]=[CH:9][CH:10]=[CH:11]1)=[N:6][C:5]=2[CH3:17].[BH4-].[Na+].FC(F)(F)C(O)=O.C1C=CC2C3C=CC=CC=3NCC=2C=1.C(N(CC)CC)C.[CH3:48][O:49][C:50]1[CH:55]=[CH:54][C:53]([S:56](Cl)(=[O:58])=[O:57])=[CH:52][CH:51]=1. Product: [CH:16]1[CH:15]=[CH:14][C:13]2[C:12]3[CH:11]=[CH:10][CH:9]=[CH:8][C:7]=3[NH:6][CH2:5][C:4]=2[CH:3]=1.[CH3:1][O:2][C:3]1[CH:16]=[CH:15][CH:14]=[C:13]2[C:4]=1[CH:5]([CH3:17])[N:6]([S:56]([C:53]1[CH:52]=[CH:51][C:50]([O:49][CH3:48])=[CH:55][CH:54]=1)(=[O:58])=[O:57])[C:7]1[CH:8]=[CH:9][CH:10]=[CH:11][C:12]=12. The catalyst class is: 217. (5) Reactant: [Cl:1][C:2]1[N:6]2[CH:7]=[C:8]([C:15]3[CH:19]=[CH:18][O:17][CH:16]=3)[CH:9]=[C:10]([C:11]([F:14])([F:13])[F:12])[C:5]2=[N:4][C:3]=1[C:20]([N:22]1[CH2:27][CH2:26][CH:25]([N:28]2[CH2:32][CH2:31][O:30][C:29]2=[O:33])[CH:24](O)[CH2:23]1)=[O:21].CCN(S(F)(F)[F:41])CC. Product: [Cl:1][C:2]1[N:6]2[CH:7]=[C:8]([C:15]3[CH:19]=[CH:18][O:17][CH:16]=3)[CH:9]=[C:10]([C:11]([F:14])([F:12])[F:13])[C:5]2=[N:4][C:3]=1[C:20]([N:22]1[CH2:27][CH2:26][CH:25]([N:28]2[CH2:32][CH2:31][O:30][C:29]2=[O:33])[CH:24]([F:41])[CH2:23]1)=[O:21]. The catalyst class is: 4.